Dataset: Catalyst prediction with 721,799 reactions and 888 catalyst types from USPTO. Task: Predict which catalyst facilitates the given reaction. Reactant: [CH2:1]([O:8][C:9]1[C:10](=[O:35])[C:11]([C:32](O)=[O:33])=[CH:12][N:13]([CH2:26][CH:27]([O:30][CH3:31])[O:28][CH3:29])[C:14]=1[C:15](=[O:25])[NH:16][CH2:17][C:18]1[CH:23]=[CH:22][CH:21]=[C:20]([Cl:24])[CH:19]=1)[C:2]1[CH:7]=[CH:6][CH:5]=[CH:4][CH:3]=1.S(Cl)(Cl)=O.[H-].[Al+3].[Li+].[H-].[H-].[H-].O1CCCC1.S([O-])(O)(=O)=O.[K+]. Product: [Cl:24][C:20]1[CH:19]=[C:18]([CH:23]=[CH:22][CH:21]=1)[CH2:17][NH:16][C:15]([C:14]1[N:13]([CH2:26][CH:27]([O:28][CH3:29])[O:30][CH3:31])[CH:12]=[C:11]([CH2:32][OH:33])[C:10](=[O:35])[C:9]=1[O:8][CH2:1][C:2]1[CH:7]=[CH:6][CH:5]=[CH:4][CH:3]=1)=[O:25]. The catalyst class is: 571.